The task is: Predict the reaction yield, written as a fraction of the theoretical maximum amount of product (1.0 means a 100% yield; for example, 0.34 means a 34% yield).. This data is from Reaction yield outcomes from USPTO patents with 853,638 reactions. The reactants are Cl.[Cl:2][C:3]1[CH:4]=[N+:5]([O-:35])[CH:6]=[C:7]([Cl:34])[C:8]=1[CH2:9][C@@H:10]([C:19]1[CH:24]=[CH:23][C:22]([O:25][CH:26]([F:28])[F:27])=[C:21]([O:29][CH2:30][CH:31]2[CH2:33][CH2:32]2)[CH:20]=1)[O:11][C:12]([C@H:14]1[NH:18][CH2:17][CH2:16][S:15]1)=[O:13].[N+:36]([C:39]1[CH:44]=[CH:43][C:42]([S:45](Cl)(=[O:47])=[O:46])=[CH:41][CH:40]=1)([O-:38])=[O:37]. The catalyst is N1C=CC=CC=1. The product is [Cl:2][C:3]1[CH:4]=[N+:5]([O-:35])[CH:6]=[C:7]([Cl:34])[C:8]=1[CH2:9][C@@H:10]([C:19]1[CH:24]=[CH:23][C:22]([O:25][CH:26]([F:28])[F:27])=[C:21]([O:29][CH2:30][CH:31]2[CH2:33][CH2:32]2)[CH:20]=1)[O:11][C:12]([CH:14]1[N:18]([S:45]([C:42]2[CH:41]=[CH:40][C:39]([N+:36]([O-:38])=[O:37])=[CH:44][CH:43]=2)(=[O:46])=[O:47])[CH2:17][CH2:16][S:15]1)=[O:13]. The yield is 0.930.